Dataset: Forward reaction prediction with 1.9M reactions from USPTO patents (1976-2016). Task: Predict the product of the given reaction. (1) The product is: [C:29](=[N:24][C:2]1[CH:3]=[CH:4][C:5]([F:17])=[C:6]([C:8]2([CH3:11])[NH:12][C:13](=[O:16])[CH2:14][O:10][CH2:9]2)[CH:7]=1)([C:30]1[CH:31]=[CH:11][CH:8]=[CH:9][CH:32]=1)[C:2]1[CH:3]=[CH:4][CH:5]=[CH:6][CH:7]=1. Given the reactants Br[C:2]1[CH:3]=[CH:4][C:5]([F:17])=[C:6]([C:8]([NH:12][C:13](=[O:16])[CH2:14]Cl)([CH3:11])[CH2:9][OH:10])[CH:7]=1.[K].CCSC([N:24]([CH2:29][CH:30]([CH3:32])[CH3:31])CC(C)C)=O, predict the reaction product. (2) Given the reactants C(OC([N:8]([C:16]1[C:20]2[CH:21]=[C:22]([Cl:38])[C:23]([CH2:25][O:26][C:27]3[CH:28]=[N:29][C:30]([O:34][CH:35]([CH3:37])[CH3:36])=[C:31]([Cl:33])[CH:32]=3)=[CH:24][C:19]=2[O:18][N:17]=1)C(=O)OC(C)(C)C)=O)(C)(C)C, predict the reaction product. The product is: [Cl:38][C:22]1[C:23]([CH2:25][O:26][C:27]2[CH:28]=[N:29][C:30]([O:34][CH:35]([CH3:37])[CH3:36])=[C:31]([Cl:33])[CH:32]=2)=[CH:24][C:19]2[O:18][N:17]=[C:16]([NH2:8])[C:20]=2[CH:21]=1. (3) Given the reactants O[N:2]1C(=O)CCC1=O.C1(N=C=NC2CCCCC2)CCCCC1.[CH3:24][C:25]1([CH3:39])[CH2:30][C:29]([CH3:32])([CH3:31])[CH2:28][C:27]([CH2:35][C:36](O)=[O:37])([CH:33]=[CH2:34])[CH2:26]1.[NH4+].[OH-], predict the reaction product. The product is: [CH3:24][C:25]1([CH3:39])[CH2:30][C:29]([CH3:32])([CH3:31])[CH2:28][C:27]([CH2:35][C:36]([NH2:2])=[O:37])([CH:33]=[CH2:34])[CH2:26]1. (4) Given the reactants [Cl:1][C:2]1[CH:10]=[CH:9][CH:8]=[C:7]2[C:3]=1[C:4]1[C:14](=O)[NH:13][C:12]([NH:16][C:17](=[O:22])[C:18]([CH3:21])([CH3:20])[CH3:19])=[N:11][C:5]=1[NH:6]2.O=P(Cl)(Cl)[Cl:25].C(Cl)(Cl)Cl.CO, predict the reaction product. The product is: [Cl:25][C:14]1[C:4]2[C:3]3[C:7](=[CH:8][CH:9]=[CH:10][C:2]=3[Cl:1])[NH:6][C:5]=2[N:11]=[C:12]([NH:16][C:17](=[O:22])[C:18]([CH3:21])([CH3:20])[CH3:19])[N:13]=1. (5) Given the reactants C([O:5][C:6](=[O:22])[CH2:7][O:8][C:9]1[N:10]=[N:11][C:12]([C:15]2[CH:20]=[CH:19][CH:18]=[CH:17][C:16]=2[F:21])=[CH:13][CH:14]=1)(C)(C)C.C(O)(C(F)(F)F)=O, predict the reaction product. The product is: [F:21][C:16]1[CH:17]=[CH:18][CH:19]=[CH:20][C:15]=1[C:12]1[N:11]=[N:10][C:9]([O:8][CH2:7][C:6]([OH:22])=[O:5])=[CH:14][CH:13]=1. (6) Given the reactants C([O:4][C:5](=[O:20])[C:6]1[CH:11]=[CH:10][C:9]([C:12]([F:15])([F:14])[F:13])=[CH:8][C:7]=1[O:16][CH2:17][CH2:18][CH3:19])CC, predict the reaction product. The product is: [CH2:17]([O:16][C:7]1[CH:8]=[C:9]([C:12]([F:13])([F:14])[F:15])[CH:10]=[CH:11][C:6]=1[C:5]([OH:20])=[O:4])[CH2:18][CH3:19]. (7) Given the reactants ClC1C=C(Cl)C=CC=1C1C(N2C=CN=C2)=CN=C(CCN)N=1.Cl[C:24]1[N:29]=[C:28]([O:30][CH3:31])[C:27]([C:32]#[N:33])=[CH:26][CH:25]=1.[Cl:34][C:35]1[CH:40]=[C:39]([Cl:41])[CH:38]=[CH:37][C:36]=1[C:42]1[C:47]([C:48]2[NH:49][CH:50]=[CH:51][N:52]=2)=[CH:46][N:45]=[C:44]([NH:53][CH2:54][CH2:55][NH:56]C2C=CC([N+]([O-])=O)=C(OC)N=2)[N:43]=1, predict the reaction product. The product is: [Cl:34][C:35]1[CH:40]=[C:39]([Cl:41])[CH:38]=[CH:37][C:36]=1[C:42]1[C:47]([C:48]2[NH:52][CH:51]=[CH:50][N:49]=2)=[CH:46][N:45]=[C:44]([NH:53][CH2:54][CH2:55][NH:56][C:24]2[N:29]=[C:28]([O:30][CH3:31])[C:27]([C:32]#[N:33])=[CH:26][CH:25]=2)[N:43]=1. (8) The product is: [CH3:1][O:2][C:3]1[CH:4]=[CH:5][C:6]([O:7][C:8]2[CH:9]=[CH:10][C:11]([C:14](=[O:20])[CH2:15][CH2:16][C:17]([NH:41][CH2:42][C:43]3[CH:44]=[N:45][CH:46]=[CH:47][CH:48]=3)=[O:19])=[CH:12][CH:13]=2)=[CH:21][CH:22]=1. Given the reactants [CH3:1][O:2][C:3]1[CH:22]=[CH:21][C:6]([O:7][C:8]2[CH:13]=[CH:12][C:11]([C:14](=[O:20])[CH2:15][CH2:16][C:17]([OH:19])=O)=[CH:10][CH:9]=2)=[CH:5][CH:4]=1.CCN=C=NCCCN(C)C.CCN(CC)CC.[NH2:41][CH2:42][C:43]1[CH:44]=[N:45][CH:46]=[CH:47][CH:48]=1, predict the reaction product.